This data is from NCI-60 drug combinations with 297,098 pairs across 59 cell lines. The task is: Regression. Given two drug SMILES strings and cell line genomic features, predict the synergy score measuring deviation from expected non-interaction effect. (1) Drug 1: C(=O)(N)NO. Drug 2: C#CCC(CC1=CN=C2C(=N1)C(=NC(=N2)N)N)C3=CC=C(C=C3)C(=O)NC(CCC(=O)O)C(=O)O. Cell line: SR. Synergy scores: CSS=40.7, Synergy_ZIP=-0.172, Synergy_Bliss=1.58, Synergy_Loewe=-0.0462, Synergy_HSA=0.0668. (2) Synergy scores: CSS=56.2, Synergy_ZIP=7.39, Synergy_Bliss=9.21, Synergy_Loewe=-32.6, Synergy_HSA=8.46. Drug 1: CN1CCC(CC1)COC2=C(C=C3C(=C2)N=CN=C3NC4=C(C=C(C=C4)Br)F)OC. Cell line: IGROV1. Drug 2: C1C(C(OC1N2C=NC3=C2NC=NCC3O)CO)O. (3) Synergy scores: CSS=0.583, Synergy_ZIP=5.86, Synergy_Bliss=-2.87, Synergy_Loewe=-3.19, Synergy_HSA=-6.52. Drug 2: C1=NC2=C(N=C(N=C2N1C3C(C(C(O3)CO)O)F)Cl)N. Drug 1: CC1=CC=C(C=C1)C2=CC(=NN2C3=CC=C(C=C3)S(=O)(=O)N)C(F)(F)F. Cell line: OVCAR3. (4) Drug 1: C1=NC2=C(N1)C(=S)N=CN2. Drug 2: C(CCl)NC(=O)N(CCCl)N=O. Cell line: SK-OV-3. Synergy scores: CSS=20.6, Synergy_ZIP=-6.96, Synergy_Bliss=-1.90, Synergy_Loewe=-29.0, Synergy_HSA=-2.55. (5) Drug 1: CC=C1C(=O)NC(C(=O)OC2CC(=O)NC(C(=O)NC(CSSCCC=C2)C(=O)N1)C(C)C)C(C)C. Drug 2: C(=O)(N)NO. Cell line: SNB-75. Synergy scores: CSS=17.9, Synergy_ZIP=-0.0396, Synergy_Bliss=-0.373, Synergy_Loewe=-37.1, Synergy_HSA=-0.285. (6) Synergy scores: CSS=18.2, Synergy_ZIP=-6.68, Synergy_Bliss=1.60, Synergy_Loewe=-13.4, Synergy_HSA=0.333. Drug 1: C1=CC(=CC=C1CCCC(=O)O)N(CCCl)CCCl. Drug 2: C1CN(P(=O)(OC1)NCCCl)CCCl. Cell line: NCI/ADR-RES. (7) Drug 1: CC1=CC=C(C=C1)C2=CC(=NN2C3=CC=C(C=C3)S(=O)(=O)N)C(F)(F)F. Drug 2: CC1=C(C(=CC=C1)Cl)NC(=O)C2=CN=C(S2)NC3=CC(=NC(=N3)C)N4CCN(CC4)CCO. Cell line: BT-549. Synergy scores: CSS=0.559, Synergy_ZIP=2.49, Synergy_Bliss=2.95, Synergy_Loewe=-1.34, Synergy_HSA=-0.958. (8) Drug 1: C1CN1C2=NC(=NC(=N2)N3CC3)N4CC4. Drug 2: CC(C)(C#N)C1=CC(=CC(=C1)CN2C=NC=N2)C(C)(C)C#N. Cell line: SNB-19. Synergy scores: CSS=23.9, Synergy_ZIP=-2.16, Synergy_Bliss=2.20, Synergy_Loewe=-0.0429, Synergy_HSA=0.564. (9) Drug 1: CN1C2=C(C=C(C=C2)N(CCCl)CCCl)N=C1CCCC(=O)O.Cl. Drug 2: CC1=C(C(=O)C2=C(C1=O)N3CC4C(C3(C2COC(=O)N)OC)N4)N. Cell line: NCI-H226. Synergy scores: CSS=1.84, Synergy_ZIP=-2.70, Synergy_Bliss=-1.42, Synergy_Loewe=-11.0, Synergy_HSA=-4.41. (10) Drug 1: C1=NC2=C(N1)C(=S)N=C(N2)N. Drug 2: CCC1=C2CN3C(=CC4=C(C3=O)COC(=O)C4(CC)O)C2=NC5=C1C=C(C=C5)O. Cell line: SR. Synergy scores: CSS=81.2, Synergy_ZIP=0.382, Synergy_Bliss=-0.533, Synergy_Loewe=-1.44, Synergy_HSA=1.84.